Predict the product of the given reaction. From a dataset of Forward reaction prediction with 1.9M reactions from USPTO patents (1976-2016). (1) Given the reactants [OH:1][C:2]1[CH:10]=[C:9]([O:11][CH2:12][C:13](=[O:28])[C:14]2[CH:23]=[CH:22][C:21]3[C:20]([CH3:25])([CH3:24])[CH2:19][CH2:18][C:17]([CH3:27])([CH3:26])[C:16]=3[CH:15]=2)[CH:8]=[CH:7][C:3]=1[C:4]([OH:6])=[O:5].[CH:29](O)([CH3:31])[CH3:30], predict the reaction product. The product is: [OH:1][C:2]1[CH:10]=[C:9]([O:11][CH2:12][C:13](=[O:28])[C:14]2[CH:23]=[CH:22][C:21]3[C:20]([CH3:24])([CH3:25])[CH2:19][CH2:18][C:17]([CH3:27])([CH3:26])[C:16]=3[CH:15]=2)[CH:8]=[CH:7][C:3]=1[C:4]([O:6][CH:29]([CH3:31])[CH3:30])=[O:5]. (2) Given the reactants Cl[C:2]1[C:11]2[C:6](=[CH:7][CH:8]=[CH:9][CH:10]=2)[N:5]=[C:4]([C:12]2[CH:17]=[CH:16][CH:15]=[CH:14][C:13]=2[F:18])[N:3]=1.[NH:19]1[C:27]2[CH:26]=[CH:25][N:24]=[CH:23][C:22]=2[CH:21]=[CH:20]1.C(=O)([O-])[O-].[Cs+].[Cs+], predict the reaction product. The product is: [F:18][C:13]1[CH:14]=[CH:15][CH:16]=[CH:17][C:12]=1[C:4]1[N:3]=[C:2]([N:19]2[C:27]3[CH:26]=[CH:25][N:24]=[CH:23][C:22]=3[CH:21]=[CH:20]2)[C:11]2[C:6](=[CH:7][CH:8]=[CH:9][CH:10]=2)[N:5]=1. (3) The product is: [NH4+:5].[OH-:2].[O:15]=[C:4]1[C:3]([CH2:1][N:17]2[CH2:22][CH2:21][C:20]3([C:30]4[C:25](=[CH:26][CH:27]=[CH:28][CH:29]=4)[CH2:24][CH2:23]3)[CH2:19][CH2:18]2)=[CH:12][C:11]2[C:6]3=[C:7]([CH2:13][CH2:14][N:5]13)[CH:8]=[CH:9][CH:10]=2. Given the reactants [CH:1]([C:3]1[C:4](=[O:15])[N:5]2[CH2:14][CH2:13][C:7]3[CH:8]=[CH:9][CH:10]=[C:11]([CH:12]=1)[C:6]2=3)=[O:2].Cl.[NH:17]1[CH2:22][CH2:21][C:20]2([C:30]3[C:25](=[CH:26][CH:27]=[CH:28][CH:29]=3)[CH2:24][CH2:23]2)[CH2:19][CH2:18]1.C(O[BH-](OC(=O)C)OC(=O)C)(=O)C.[Na+], predict the reaction product. (4) Given the reactants [Cl:1][C:2]1[CH:7]=[C:6]([Cl:8])[CH:5]=[CH:4][C:3]=1[N:9]1[C:13]([C:14]2[CH:19]=[CH:18][C:17]([OH:20])=[CH:16][CH:15]=2)=[C:12]([CH3:21])[C:11]([C:22]([O:24][CH2:25][CH3:26])=[O:23])=[N:10]1.[F:27][CH2:28][CH2:29][CH2:30]O.C1(P(C2C=CC=CC=2)C2C=CC=CC=2)C=CC=CC=1.N(C(OC(C)(C)C)=O)=NC(OC(C)(C)C)=O.FC(F)(F)C(O)=O, predict the reaction product. The product is: [Cl:1][C:2]1[CH:7]=[C:6]([Cl:8])[CH:5]=[CH:4][C:3]=1[N:9]1[C:13]([C:14]2[CH:19]=[CH:18][C:17]([O:20][CH2:30][CH2:29][CH2:28][F:27])=[CH:16][CH:15]=2)=[C:12]([CH3:21])[C:11]([C:22]([O:24][CH2:25][CH3:26])=[O:23])=[N:10]1. (5) Given the reactants Br[C:2]1[N:6]2[CH:7]=[CH:8][C:9]([C:11]([OH:14])([CH3:13])[CH3:12])=[N:10][C:5]2=[N:4][CH:3]=1.[F:15][C:16]1[CH:21]=[CH:20][C:19](B2OC(C)(C)C(C)(C)O2)=[CH:18][C:17]=1[C:31]1[CH:35]=[CH:34][S:33][C:32]=1[C:36]#[N:37], predict the reaction product. The product is: [F:15][C:16]1[CH:21]=[CH:20][C:19]([C:2]2[N:6]3[CH:7]=[CH:8][C:9]([C:11]([OH:14])([CH3:13])[CH3:12])=[N:10][C:5]3=[N:4][CH:3]=2)=[CH:18][C:17]=1[C:31]1[CH:35]=[CH:34][S:33][C:32]=1[C:36]#[N:37]. (6) Given the reactants [Cl:1][C:2]1[CH:3]=[C:4]([CH:22]=[CH:23][C:24]=1[Cl:25])[CH2:5][C:6]1[N:7]=[C:8]([N:16]2[CH2:21][CH2:20][O:19][CH2:18][CH2:17]2)[S:9][C:10]=1[C:11](OCC)=[O:12].[H-].[H-].[H-].[H-].[Li+].[Al+3], predict the reaction product. The product is: [Cl:1][C:2]1[CH:3]=[C:4]([CH:22]=[CH:23][C:24]=1[Cl:25])[CH2:5][C:6]1[N:7]=[C:8]([N:16]2[CH2:17][CH2:18][O:19][CH2:20][CH2:21]2)[S:9][C:10]=1[CH2:11][OH:12]. (7) Given the reactants C(OC([NH:8][CH2:9][CH2:10][NH:11][C:12]([C:14]1[CH:19]=[CH:18][C:17]([C:20]2[CH:25]=[CH:24][C:23]([CH2:26][C@H:27]([NH:42][C:43]([C@H:45]3[CH2:50][CH2:49][C@H:48]([CH2:51][NH:52]C(=O)OC(C)(C)C)[CH2:47][CH2:46]3)=[O:44])[C:28](=[O:41])[NH:29][C:30]3[CH:35]=[CH:34][C:33]([C:36]4[N:37]=[N:38][NH:39][N:40]=4)=[CH:32][CH:31]=3)=[CH:22][CH:21]=2)=[C:16]([CH3:60])[CH:15]=1)=[O:13])=O)(C)(C)C.[ClH:61], predict the reaction product. The product is: [ClH:61].[NH2:8][CH2:9][CH2:10][NH:11][C:12]([C:14]1[CH:19]=[CH:18][C:17]([C:20]2[CH:21]=[CH:22][C:23]([CH2:26][C@H:27]([NH:42][C:43]([C@H:45]3[CH2:46][CH2:47][C@H:48]([CH2:51][NH2:52])[CH2:49][CH2:50]3)=[O:44])[C:28](=[O:41])[NH:29][C:30]3[CH:35]=[CH:34][C:33]([C:36]4[N:40]=[N:39][NH:38][N:37]=4)=[CH:32][CH:31]=3)=[CH:24][CH:25]=2)=[C:16]([CH3:60])[CH:15]=1)=[O:13]. (8) Given the reactants [Li]CCCC.[CH3:6][O:7][C:8]1[CH:19]=[CH:18][C:11]([CH2:12][N:13]2[CH:17]=[N:16][N:15]=[N:14]2)=[CH:10][CH:9]=1.N#N.[F:22][C:23]([F:37])([F:36])[C:24]1[CH:25]=[C:26]([CH:29]=[C:30]([C:32]([F:35])([F:34])[F:33])[CH:31]=1)[CH:27]=[O:28], predict the reaction product. The product is: [F:22][C:23]([F:36])([F:37])[C:24]1[CH:25]=[C:26]([CH:27]([C:17]2[N:13]([CH2:12][C:11]3[CH:10]=[CH:9][C:8]([O:7][CH3:6])=[CH:19][CH:18]=3)[N:14]=[N:15][N:16]=2)[OH:28])[CH:29]=[C:30]([C:32]([F:33])([F:34])[F:35])[CH:31]=1. (9) Given the reactants O[CH:2]([OH:6])[C:3](=[O:5])[CH3:4].[C:7]([OH:26])(=[O:25])[CH2:8][CH2:9][CH2:10][CH2:11][CH2:12][CH2:13][CH2:14]/[CH:15]=[CH:16]\[CH2:17][CH2:18][CH2:19][CH2:20][CH2:21][CH2:22][CH2:23][CH3:24].Cl.C(N=C=N[CH2:33][CH2:34][CH2:35]N(C)C)C.P([O-])(O)(O)=O.[K+], predict the reaction product. The product is: [C:7]([O:26][CH2:4][CH:3]([CH2:2][O:6][C:7](=[O:25])[CH2:8][CH2:9][CH2:10][CH2:11][CH2:12][CH2:13][CH2:14]/[CH:15]=[CH:16]\[CH2:17][CH2:18][CH2:19][CH2:20][CH2:21][CH2:35][CH2:34][CH3:33])[OH:5])(=[O:25])[CH2:8][CH2:9][CH2:10][CH2:11][CH2:12][CH2:13][CH2:14]/[CH:15]=[CH:16]\[CH2:17][CH2:18][CH2:19][CH2:20][CH2:21][CH2:22][CH2:23][CH3:24]. (10) Given the reactants [CH3:1][NH:2][NH2:3].[CH3:4][C:5]1[CH:14]=[CH:13][C:12]([C:15]2[CH:20]=[CH:19][CH:18]=[CH:17][CH:16]=2)=[CH:11][C:6]=1[CH2:7][N:8]=[C:9]=[O:10].CCCCCC.C(OCC)(=O)C.C(OCC)(=O)C, predict the reaction product. The product is: [CH3:1][N:2]([C:9]([NH:8][CH2:7][C:6]1[CH:11]=[C:12]([C:15]2[CH:20]=[CH:19][CH:18]=[CH:17][CH:16]=2)[CH:13]=[CH:14][C:5]=1[CH3:4])=[O:10])[NH2:3].